Dataset: Reaction yield outcomes from USPTO patents with 853,638 reactions. Task: Predict the reaction yield, written as a fraction of the theoretical maximum amount of product (1.0 means a 100% yield; for example, 0.34 means a 34% yield). (1) The reactants are [N+:1]([C:4]1[C:9]2[O:10][CH2:11][CH2:12][O:13][C:8]=2[CH:7]=[C:6]([CH:14]=O)[CH:5]=1)([O-:3])=[O:2].[C:16]1([C:22](=O)[CH2:23][C:24]2[CH:29]=[CH:28][CH:27]=[CH:26][CH:25]=2)[CH:21]=[CH:20][CH:19]=[CH:18][CH:17]=1.[NH2:31][C:32]([NH2:34])=[O:33].Cl. The product is [N+:1]([C:4]1[C:9]2[O:10][CH2:11][CH2:12][O:13][C:8]=2[CH:7]=[C:6]([CH:14]2[C:23]([C:24]3[CH:29]=[CH:28][CH:27]=[CH:26][CH:25]=3)=[C:22]([C:16]3[CH:21]=[CH:20][CH:19]=[CH:18][CH:17]=3)[NH:34][C:32](=[O:33])[NH:31]2)[CH:5]=1)([O-:3])=[O:2]. The yield is 0.0550. The catalyst is C(O)C. (2) The reactants are [C:1]([N:4]1[C:13]2[C:8](=[CH:9][C:10]([NH2:14])=[CH:11][CH:12]=2)[C@H:7]([NH:15][C:16](=[O:21])[O:17][CH:18]([CH3:20])[CH3:19])[CH2:6][C@@H:5]1[CH3:22])(=[O:3])[CH3:2].C(=O)([O-])[O-].[K+].[K+].Cl[CH2:30][C:31](=[O:33])[CH3:32].[I-].[Na+]. The catalyst is CC(C)=O. The product is [C:1]([N:4]1[C:13]2[C:8](=[CH:9][C:10]([NH:14][CH2:30][C:31](=[O:33])[CH3:32])=[CH:11][CH:12]=2)[C@H:7]([NH:15][C:16](=[O:21])[O:17][CH:18]([CH3:19])[CH3:20])[CH2:6][C@@H:5]1[CH3:22])(=[O:3])[CH3:2]. The yield is 0.640. (3) The reactants are [C:1]1([CH2:11][NH:12][C:13]2[CH:18]=[CH:17][C:16]([O:19][CH3:20])=[CH:15][C:14]=2[NH2:21])[C:10]2[C:5](=[CH:6][CH:7]=[CH:8][CH:9]=2)[CH:4]=[CH:3][CH:2]=1.[C:22](=S)=[S:23]. The catalyst is C(O)C. The product is [C:1]1([CH2:11][N:12]2[C:13]3[CH:18]=[CH:17][C:16]([O:19][CH3:20])=[CH:15][C:14]=3[N:21]=[C:22]2[SH:23])[C:10]2[C:5](=[CH:6][CH:7]=[CH:8][CH:9]=2)[CH:4]=[CH:3][CH:2]=1. The yield is 0.450.